From a dataset of Catalyst prediction with 721,799 reactions and 888 catalyst types from USPTO. Predict which catalyst facilitates the given reaction. (1) Reactant: [NH2:1][C:2]1[CH:3]=[CH:4][C:5]([CH3:26])=[C:6]([C:8]2[C:9](=[O:25])[N:10]([C:19]3[CH:24]=[CH:23][CH:22]=[CH:21][CH:20]=3)[C:11]3[C:16]([CH:17]=2)=[CH:15][N:14]=[C:13](Cl)[CH:12]=3)[CH:7]=1.[CH:27]1C=CC(P(C2C=CC=CC=2)C2C=CC=CC=2)=CC=1. Product: [NH2:1][C:2]1[CH:3]=[CH:4][C:5]([CH3:26])=[C:6]([C:8]2[C:9](=[O:25])[N:10]([C:19]3[CH:24]=[CH:23][CH:22]=[CH:21][CH:20]=3)[C:11]3[C:16]([CH:17]=2)=[CH:15][N:14]=[C:13]([CH3:27])[CH:12]=3)[CH:7]=1. The catalyst class is: 110. (2) Reactant: [CH2:1]([O:3][C:4]([N:6]1[CH2:11][CH2:10][C:9]([NH2:15])([CH2:12][C:13]#[N:14])[CH2:8][CH2:7]1)=[O:5])[CH3:2].O.C(N(CC)CC)C.[C:24](O[C:24]([O:26][C:27]([CH3:30])([CH3:29])[CH3:28])=[O:25])([O:26][C:27]([CH3:30])([CH3:29])[CH3:28])=[O:25]. Product: [CH2:1]([O:3][C:4]([N:6]1[CH2:11][CH2:10][C:9]([NH:15][C:24]([O:26][C:27]([CH3:30])([CH3:29])[CH3:28])=[O:25])([CH2:12][C:13]#[N:14])[CH2:8][CH2:7]1)=[O:5])[CH3:2]. The catalyst class is: 7. (3) Reactant: [Cl:1][C:2]1[N:3]=[C:4]([NH:18][CH2:19][CH2:20][NH:21][CH3:22])[C:5]2[CH2:10][CH2:9][CH:8]([C:11]3[CH:16]=[CH:15][C:14]([F:17])=[CH:13][CH:12]=3)[C:6]=2[N:7]=1.Br[CH2:24][CH2:25][O:26][C:27]1[CH:34]=[C:33]([N+:35]([O-:37])=[O:36])[CH:32]=[CH:31][C:28]=1[C:29]#[N:30]. Product: [Cl:1][C:2]1[N:3]=[C:4]([NH:18][CH2:19][CH2:20][N:21]([CH3:22])[CH2:24][CH2:25][O:26][C:27]2[CH:34]=[C:33]([N+:35]([O-:37])=[O:36])[CH:32]=[CH:31][C:28]=2[C:29]#[N:30])[C:5]2[CH2:10][CH2:9][CH:8]([C:11]3[CH:16]=[CH:15][C:14]([F:17])=[CH:13][CH:12]=3)[C:6]=2[N:7]=1. The catalyst class is: 3. (4) Reactant: [Si:1]([O:8]S(C(F)(F)F)(=O)=O)([C:4]([CH3:7])([CH3:6])[CH3:5])([CH3:3])[CH3:2].O[C@@H:17]1[N:23]([C:24]([O:26][CH2:27][C:28]2[CH:33]=[CH:32][C:31]([NH:34][C:35](=[O:52])[C@@H:36]([NH:38][C:39](=[O:51])[C@@H:40]([NH:44][C:45]([O:47][CH2:48][CH:49]=[CH2:50])=[O:46])[CH:41]([CH3:43])[CH3:42])[CH3:37])=[CH:30][CH:29]=2)=[O:25])[C:22]2[CH:53]=[C:54]([O:59][Si:60]([CH:67]([CH3:69])[CH3:68])([CH:64]([CH3:66])[CH3:65])[CH:61]([CH3:63])[CH3:62])[C:55]([O:57][CH3:58])=[CH:56][C:21]=2[C:20](=[O:70])[N:19]2[CH:71]=[C:72](/[CH:74]=[CH:75]/[CH3:76])[CH2:73][C@@H:18]12.N1C(C)=CC=CC=1C. Product: [Si:1]([O:8][C@@H:17]1[N:23]([C:24]([O:26][CH2:27][C:28]2[CH:29]=[CH:30][C:31]([NH:34][C:35](=[O:52])[C@@H:36]([NH:38][C:39](=[O:51])[C@@H:40]([NH:44][C:45]([O:47][CH2:48][CH:49]=[CH2:50])=[O:46])[CH:41]([CH3:42])[CH3:43])[CH3:37])=[CH:32][CH:33]=2)=[O:25])[C:22]2[CH:53]=[C:54]([O:59][Si:60]([CH:61]([CH3:63])[CH3:62])([CH:67]([CH3:69])[CH3:68])[CH:64]([CH3:65])[CH3:66])[C:55]([O:57][CH3:58])=[CH:56][C:21]=2[C:20](=[O:70])[N:19]2[CH:71]=[C:72](/[CH:74]=[CH:75]/[CH3:76])[CH2:73][C@@H:18]12)([C:4]([CH3:7])([CH3:6])[CH3:5])([CH3:3])[CH3:2]. The catalyst class is: 2.